Task: Predict which catalyst facilitates the given reaction.. Dataset: Catalyst prediction with 721,799 reactions and 888 catalyst types from USPTO (1) Reactant: [NH2:1][C:2]1[CH:22]=[CH:21][C:5]2[N:6]([CH2:11][CH2:12][CH2:13][N:14]3[CH2:19][CH2:18][N:17]([CH3:20])[CH2:16][CH2:15]3)[C:7](=O)[CH2:8][O:9][C:4]=2[CH:3]=1.B.O1CCCC1.Cl.[OH-].[Na+]. Product: [CH3:20][N:17]1[CH2:18][CH2:19][N:14]([CH2:13][CH2:12][CH2:11][N:6]2[C:5]3[CH:21]=[CH:22][C:2]([NH2:1])=[CH:3][C:4]=3[O:9][CH2:8][CH2:7]2)[CH2:15][CH2:16]1. The catalyst class is: 799. (2) Reactant: [C:1]([N:4]1[C:13]2[C:8](=[CH:9][C:10](Br)=[CH:11][CH:12]=2)[C@H:7]([NH:15][C:16]2[CH:21]=[CH:20][C:19]([N+:22]([O-:24])=[O:23])=[CH:18][N:17]=2)[CH2:6][C@@H:5]1[CH3:25])(=[O:3])[CH3:2].[CH3:26][O:27][C:28]([C:30]1[CH:35]=[CH:34][C:33](B(O)O)=[CH:32][CH:31]=1)=[O:29].C(=O)([O-])[O-].[K+].[K+].COCCOC. Product: [C:1]([N:4]1[C:13]2[C:8](=[CH:9][C:10]([C:33]3[CH:34]=[CH:35][C:30]([C:28]([O:27][CH3:26])=[O:29])=[CH:31][CH:32]=3)=[CH:11][CH:12]=2)[C@H:7]([NH:15][C:16]2[CH:21]=[CH:20][C:19]([N+:22]([O-:24])=[O:23])=[CH:18][N:17]=2)[CH2:6][C@@H:5]1[CH3:25])(=[O:3])[CH3:2]. The catalyst class is: 103.